From a dataset of Full USPTO retrosynthesis dataset with 1.9M reactions from patents (1976-2016). Predict the reactants needed to synthesize the given product. (1) The reactants are: C[N:2]1[C:10]2[C:5](=[CH:6][C:7]([OH:11])=[CH:8][CH:9]=2)[C:4]([CH:12]2[CH2:17][CH2:16][N:15]([CH3:18])[CH2:14][CH2:13]2)=[CH:3]1.[H-].[Na+].[C:21]1([S:27](Cl)(=[O:29])=[O:28])[CH:26]=[CH:25][CH:24]=[CH:23][CH:22]=1.[C:31](OCC)(=O)C. Given the product [CH3:31][C:9]1[CH:8]=[C:7]([O:11][S:27]([C:21]2[CH:26]=[CH:25][CH:24]=[CH:23][CH:22]=2)(=[O:29])=[O:28])[CH:6]=[C:5]2[C:10]=1[NH:2][CH:3]=[C:4]2[CH:12]1[CH2:13][CH2:14][N:15]([CH3:18])[CH2:16][CH2:17]1, predict the reactants needed to synthesize it. (2) Given the product [ClH:1].[Cl:1][C:2]1[CH:7]=[C:6]([CH3:8])[CH:5]=[CH:4][N+:3]=1[O-:11], predict the reactants needed to synthesize it. The reactants are: [Cl:1][C:2]1[CH:7]=[C:6]([CH3:8])[CH:5]=[CH:4][N:3]=1.C(OO)(=[O:11])C.Cl. (3) Given the product [NH3:4].[CH:1]([N:4]1[CH2:5][CH2:6][N:7]([C:10]([C:12]2[CH:13]=[N:14][C:15]([CH2:18][N:19]3[CH2:20][CH2:21][CH2:22][CH2:23][CH2:24]3)=[CH:16][CH:17]=2)=[O:11])[CH2:8][CH2:9]1)([CH3:3])[CH3:2], predict the reactants needed to synthesize it. The reactants are: [CH:1]([N:4]1[CH2:9][CH2:8][N:7]([C:10]([C:12]2[CH:13]=[N:14][C:15]([CH2:18][N:19]3[CH2:24][CH2:23][CH2:22][CH2:21][CH2:20]3)=[CH:16][CH:17]=2)=[O:11])[CH2:6][CH2:5]1)([CH3:3])[CH3:2].COC(=O)C1C=CC(CN2CCCCC2)=NC=1.C(N1CCNCC1)(C)C. (4) Given the product [CH:18]([O:17][C:15]([N:12]1[CH2:11][CH2:10][CH:9]([O:8][N:7]=[C:4]2[CH2:3][CH2:2][N:1]([C:23]3[CH:24]=[C:25]([F:31])[C:26]([S:28]([CH3:30])=[O:29])=[CH:27][C:22]=3[F:21])[CH2:6][CH2:5]2)[CH2:14][CH2:13]1)=[O:16])([CH3:20])[CH3:19], predict the reactants needed to synthesize it. The reactants are: [NH:1]1[CH2:6][CH2:5][C:4](=[N:7][O:8][CH:9]2[CH2:14][CH2:13][N:12]([C:15]([O:17][CH:18]([CH3:20])[CH3:19])=[O:16])[CH2:11][CH2:10]2)[CH2:3][CH2:2]1.[F:21][C:22]1[CH:27]=[C:26]([S:28]([CH3:30])=[O:29])[C:25]([F:31])=[CH:24][C:23]=1F.C(N(C(C)C)CC)(C)C.C(OCC)(=O)C.